From a dataset of Forward reaction prediction with 1.9M reactions from USPTO patents (1976-2016). Predict the product of the given reaction. (1) Given the reactants C(OC([N:11]1[CH2:16][CH2:15][CH:14]([O:17][C:18]([NH:20][CH2:21][CH2:22][OH:23])=[O:19])[CH2:13][CH:12]1[C:24]1[CH:29]=[CH:28][CH:27]=[CH:26][C:25]=1[CH3:30])=O)C1C=CC=CC=1, predict the reaction product. The product is: [OH:23][CH2:22][CH2:21][NH:20][C:18]([O:17][CH:14]1[CH2:15][CH2:16][NH:11][CH:12]([C:24]2[CH:29]=[CH:28][CH:27]=[CH:26][C:25]=2[CH3:30])[CH2:13]1)=[O:19]. (2) Given the reactants [C:1]1([C@H:7]([NH:9][C:10]2[N:20]=[CH:19][CH:18]=[CH:17][C:11]=2[C:12]([O:14][CH2:15]C)=[O:13])[CH3:8])[CH:6]=[CH:5][CH:4]=[CH:3][CH:2]=1.C(C(CC)CNC1N=CC=CC=1C(OCC)=[O:29])C, predict the reaction product. The product is: [C:1]1([C@H:7]([N:9]2[C:10]3[N:20]=[CH:19][CH:18]=[CH:17][C:11]=3[C:12](=[O:13])[O:14][C:15]2=[O:29])[CH3:8])[CH:6]=[CH:5][CH:4]=[CH:3][CH:2]=1. (3) Given the reactants Br[C:2]1[C:11]2[C:6](=[CH:7][CH:8]=[CH:9][CH:10]=2)[CH:5]=[CH:4][CH:3]=1.[NH:12]1[CH2:17][CH2:16][NH:15][CH2:14][CH2:13]1.[C:18]1(C)C=CC=CC=1P(C1C=CC=CC=1C)C1C=CC=CC=1C.C([O-])(C)(C)C.[K+], predict the reaction product. The product is: [CH3:18][N:12]1[CH2:17][CH2:16][N:15]([C:2]2[C:11]3[C:6](=[CH:7][CH:8]=[CH:9][CH:10]=3)[CH:5]=[CH:4][CH:3]=2)[CH2:14][CH2:13]1.